From a dataset of Reaction yield outcomes from USPTO patents with 853,638 reactions. Predict the reaction yield, written as a fraction of the theoretical maximum amount of product (1.0 means a 100% yield; for example, 0.34 means a 34% yield). (1) The reactants are [CH3:1][C:2]([CH3:10])([CH:5]([OH:9])[CH:6]([CH3:8])[CH3:7])[CH2:3][OH:4].[CH2:11](Br)[CH3:12]. No catalyst specified. The product is [CH2:11]([O:4][CH2:3][C:2]([CH3:10])([CH3:1])[CH:5]([OH:9])[CH:6]([CH3:8])[CH3:7])[CH3:12]. The yield is 0.900. (2) The reactants are [Cl:1][C:2]1[S:27][C:5]2[N:6]=[CH:7][N:8]=[C:9]([NH:10][CH:11]3[CH2:16][CH2:15][N:14]([CH2:17][C:18]4[CH:19]=[C:20]([CH:24]=[CH:25][CH:26]=4)[C:21](O)=[O:22])[CH2:13][CH2:12]3)[C:4]=2[CH:3]=1.Cl.[CH3:29][NH:30][CH3:31].CCN(C(C)C)C(C)C. The catalyst is S(Cl)(Cl)=O.C(Cl)Cl. The product is [Cl:1][C:2]1[S:27][C:5]2[N:6]=[CH:7][N:8]=[C:9]([NH:10][CH:11]3[CH2:16][CH2:15][N:14]([CH2:17][C:18]4[CH:19]=[C:20]([CH:24]=[CH:25][CH:26]=4)[C:21]([N:30]([CH3:31])[CH3:29])=[O:22])[CH2:13][CH2:12]3)[C:4]=2[CH:3]=1. The yield is 0.600. (3) The reactants are [CH2:1]([N:8]1[C:13](=[O:14])[C:12]([CH2:15][C:16]2[CH:21]=[CH:20][C:19]([C:22]3[C:23]([C:28]#[N:29])=[CH:24][CH:25]=[CH:26][CH:27]=3)=[CH:18][CH:17]=2)=[C:11]([CH2:30][CH2:31][CH2:32][CH3:33])[N:10]=[C:9]1[CH2:34]O)[C:2]1[CH:7]=[CH:6][CH:5]=[CH:4][CH:3]=1.COCCN(S(F)(F)[F:46])CCOC.C(=O)([O-])O.[Na+]. The catalyst is ClCCl. The product is [CH2:1]([N:8]1[C:13](=[O:14])[C:12]([CH2:15][C:16]2[CH:21]=[CH:20][C:19]([C:22]3[C:23]([C:28]#[N:29])=[CH:24][CH:25]=[CH:26][CH:27]=3)=[CH:18][CH:17]=2)=[C:11]([CH2:30][CH2:31][CH2:32][CH3:33])[N:10]=[C:9]1[CH2:34][F:46])[C:2]1[CH:7]=[CH:6][CH:5]=[CH:4][CH:3]=1. The yield is 0.410. (4) The catalyst is ClCCl. The reactants are Cl[C:2](=[O:8])[C:3]([O:5][CH2:6][CH3:7])=[O:4].[F:9][C:10]1[CH:11]=[C:12]([CH:14]=[CH:15][C:16]=1[O:17][C:18]1[CH:23]=[CH:22][N:21]=[C:20]2[CH:24]=[C:25]([C:27]3[CH:32]=[CH:31][C:30]([O:33][CH2:34][CH2:35][N:36]4[CH2:41][CH2:40][O:39][CH2:38][CH2:37]4)=[C:29]([O:42][CH3:43])[CH:28]=3)[S:26][C:19]=12)[NH2:13].C(N(CC)CC)C. The product is [F:9][C:10]1[CH:11]=[C:12]([NH:13][C:2](=[O:8])[C:3]([O:5][CH2:6][CH3:7])=[O:4])[CH:14]=[CH:15][C:16]=1[O:17][C:18]1[CH:23]=[CH:22][N:21]=[C:20]2[CH:24]=[C:25]([C:27]3[CH:32]=[CH:31][C:30]([O:33][CH2:34][CH2:35][N:36]4[CH2:37][CH2:38][O:39][CH2:40][CH2:41]4)=[C:29]([O:42][CH3:43])[CH:28]=3)[S:26][C:19]=12. The yield is 0.470. (5) The reactants are [BH4-].[Na+].[Cl:3][C:4]1[CH:5]=[C:6]2[C:10](=[CH:11][CH:12]=1)[NH:9][CH:8]=[C:7]2[CH2:13][CH2:14][NH:15][C:16]([C:18]1[CH:22]=[C:21]([C:23](=[O:32])[C:24]2[CH:29]=[C:28]([F:30])[CH:27]=[CH:26][C:25]=2[F:31])[O:20][N:19]=1)=[O:17].C(=O)([O-])O.[Na+]. The catalyst is CO.O. The product is [Cl:3][C:4]1[CH:5]=[C:6]2[C:10](=[CH:11][CH:12]=1)[NH:9][CH:8]=[C:7]2[CH2:13][CH2:14][NH:15][C:16]([C:18]1[CH:22]=[C:21]([CH:23]([C:24]2[CH:29]=[C:28]([F:30])[CH:27]=[CH:26][C:25]=2[F:31])[OH:32])[O:20][N:19]=1)=[O:17]. The yield is 0.610.